This data is from Full USPTO retrosynthesis dataset with 1.9M reactions from patents (1976-2016). The task is: Predict the reactants needed to synthesize the given product. (1) The reactants are: [Br:1][C:2]1[CH:3]=[C:4](B(O)O)[CH:5]=[CH:6][CH:7]=1.[CH3:11][N:12]1[CH2:17][CH2:16][N:15]([CH:18]2[CH2:23][CH2:22][NH:21][CH2:20][CH2:19]2)[CH2:14][CH2:13]1. Given the product [Br:1][C:2]1[CH:3]=[C:4]([N:21]2[CH2:20][CH2:19][CH:18]([N:15]3[CH2:14][CH2:13][N:12]([CH3:11])[CH2:17][CH2:16]3)[CH2:23][CH2:22]2)[CH:5]=[CH:6][CH:7]=1, predict the reactants needed to synthesize it. (2) The reactants are: [H-].[Na+].[CH3:3][O:4][CH2:5][CH2:6][OH:7].Br[C:9]1[C:10]([NH2:16])=[N:11][CH:12]=[C:13]([Br:15])[N:14]=1. Given the product [Br:15][C:13]1[N:14]=[C:9]([O:7][CH2:6][CH2:5][O:4][CH3:3])[C:10]([NH2:16])=[N:11][CH:12]=1, predict the reactants needed to synthesize it. (3) Given the product [CH3:20][C:21]1[CH:22]=[C:23]([CH:24]=[CH:25][C:26]=1[S:27][CH3:28])[O:29][C:2]1[CH:15]=[CH:14][C:13]([S:16](=[O:19])(=[O:18])[NH2:17])=[CH:12][C:3]=1[C:4]([NH:6][CH2:7][C:8]([O:10][CH3:11])=[O:9])=[O:5], predict the reactants needed to synthesize it. The reactants are: F[C:2]1[CH:15]=[CH:14][C:13]([S:16](=[O:19])(=[O:18])[NH2:17])=[CH:12][C:3]=1[C:4]([NH:6][CH2:7][C:8]([O:10][CH3:11])=[O:9])=[O:5].[CH3:20][C:21]1[CH:22]=[C:23]([OH:29])[CH:24]=[CH:25][C:26]=1[S:27][CH3:28].C([O-])([O-])=O.[K+].[K+].Cl. (4) Given the product [CH:12]1([CH2:11][O:9][C:5]2[CH:6]=[CH:7][CH:8]=[C:3]([C:1]#[CH:2])[CH:4]=2)[CH2:14][CH2:13]1, predict the reactants needed to synthesize it. The reactants are: [C:1]([C:3]1[CH:4]=[C:5]([OH:9])[CH:6]=[CH:7][CH:8]=1)#[CH:2].Br[CH2:11][CH:12]1[CH2:14][CH2:13]1.[I-].[Na+].